From a dataset of Catalyst prediction with 721,799 reactions and 888 catalyst types from USPTO. Predict which catalyst facilitates the given reaction. Reactant: [NH2:1][CH2:2][C@H:3]([OH:5])[CH3:4].[CH:6](=O)[C:7]1[CH:12]=[CH:11][CH:10]=[CH:9][CH:8]=1.S([O-])([O-])(=O)=O.[Mg+2].[BH4-].[Na+]. Product: [CH2:6]([NH:1][CH2:2][C@H:3]([OH:5])[CH3:4])[C:7]1[CH:12]=[CH:11][CH:10]=[CH:9][CH:8]=1. The catalyst class is: 138.